Predict the reaction yield, written as a fraction of the theoretical maximum amount of product (1.0 means a 100% yield; for example, 0.34 means a 34% yield). From a dataset of Reaction yield outcomes from USPTO patents with 853,638 reactions. (1) The reactants are [CH:1]1([CH2:4][O:5][C:6]2[CH:11]=[C:10]([F:12])[CH:9]=[CH:8][C:7]=2[C:13]2[N:17]([CH3:18])[CH:16]=[N:15][C:14]=2[C:19]2[CH:24]=[C:23]([C:25](O)=[O:26])[CH:22]=[CH:21][N:20]=2)[CH2:3][CH2:2]1.[H-].[H-].[H-].[H-].[Li+].[Al+3].O.[OH-].[Na+]. The catalyst is C1COCC1. The product is [CH:1]1([CH2:4][O:5][C:6]2[CH:11]=[C:10]([F:12])[CH:9]=[CH:8][C:7]=2[C:13]2[N:17]([CH3:18])[CH:16]=[N:15][C:14]=2[C:19]2[CH:24]=[C:23]([CH2:25][OH:26])[CH:22]=[CH:21][N:20]=2)[CH2:3][CH2:2]1. The yield is 0.500. (2) The reactants are [O:1]1[CH2:6][CH:5]=[CH:4][C@@H:3]([OH:7])[CH2:2]1.C(=O)([O-])[O-].[Cs+].[Cs+].[Br:14][C:15]1[CH:16]=[CH:17][C:18](F)=[C:19]([CH:22]=1)[CH:20]=[O:21]. The catalyst is CN(C)C=O.C(OCC)(=O)C.C(=O)(O)[O-].[Na+]. The product is [Br:14][C:15]1[CH:16]=[CH:17][C:18]([O:7][C@@H:3]2[CH:4]=[CH:5][CH2:6][O:1][CH2:2]2)=[C:19]([CH:22]=1)[CH:20]=[O:21]. The yield is 0.250. (3) The reactants are [F:1][C:2]1[CH:3]=[CH:4][C:5]2[N:14]=[C:13]([N:15]3[CH2:20][CH2:19][NH:18][C@@H:17]([CH2:21][CH2:22][CH2:23][O:24][CH3:25])[CH2:16]3)[C:12]3[CH:11]=[CH:10][S:9][C:8]=3[NH:7][C:6]=2[CH:26]=1.C=O.[C:29](O[BH-](OC(=O)C)OC(=O)C)(=O)C.[Na+]. The catalyst is ClCCl. The product is [F:1][C:2]1[CH:3]=[CH:4][C:5]2[N:14]=[C:13]([N:15]3[CH2:20][CH2:19][N:18]([CH3:29])[C@@H:17]([CH2:21][CH2:22][CH2:23][O:24][CH3:25])[CH2:16]3)[C:12]3[CH:11]=[CH:10][S:9][C:8]=3[NH:7][C:6]=2[CH:26]=1. The yield is 0.860. (4) The reactants are [C:1](OC(=O)C)(=[O:3])[CH3:2].[CH3:8][C:9]1[CH:30]=[CH:29][C:28]([CH3:31])=[CH:27][C:10]=1[O:11][CH2:12][C:13]1[CH:18]=[CH:17][CH:16]=[CH:15][C:14]=1/[C:19](=[CH:24]\[O:25][CH3:26])/[C:20]([O:22][CH3:23])=[O:21].[OH-].[Na+]. The catalyst is O. The product is [C:1]([C:29]1[C:28]([CH3:31])=[CH:27][C:10]([O:11][CH2:12][C:13]2[CH:18]=[CH:17][CH:16]=[CH:15][C:14]=2/[C:19](=[CH:24]\[O:25][CH3:26])/[C:20]([O:22][CH3:23])=[O:21])=[C:9]([CH3:8])[CH:30]=1)(=[O:3])[CH3:2]. The yield is 0.810. (5) The reactants are [CH3:1]C(C)([O-])C.[K+].[CH2:7]([O:9][CH:10]([O:12][C:13]1[CH:14]=[C:15]2[C:20](=[CH:21][CH:22]=1)[CH:19]=[C:18]([CH:23]=O)[CH:17]=[CH:16]2)[CH3:11])[CH3:8].O. The catalyst is [Br-].C[P+](C1C=CC=CC=1)(C1C=CC=CC=1)C1C=CC=CC=1.C1COCC1. The product is [CH2:7]([O:9][CH:10]([O:12][C:13]1[CH:14]=[C:15]2[C:20](=[CH:21][CH:22]=1)[CH:19]=[C:18]([CH:23]=[CH2:1])[CH:17]=[CH:16]2)[CH3:11])[CH3:8]. The yield is 0.960. (6) The reactants are [N:1]([CH2:4][CH2:5][NH:6]C(=O)CCCCCCCCCCCCC)=[N+:2]=[N-:3].[F:22][C:23]1[CH:24]=[C:25]([CH:29]=[C:30]([F:32])[CH:31]=1)[C:26](Cl)=[O:27].N(CCN)=[N+]=[N-].C(N(CC)CC)C. The catalyst is ClCCl. The product is [N:1]([CH2:4][CH2:5][NH:6][C:26](=[O:27])[C:25]1[CH:24]=[C:23]([F:22])[CH:31]=[C:30]([F:32])[CH:29]=1)=[N+:2]=[N-:3]. The yield is 0.590. (7) The reactants are CC(OI1(OC(C)=O)(OC(C)=O)OC(=O)C2C=CC=CC1=2)=O.[CH3:23][N:24]1[CH:28]=[C:27]([C:29]2[CH:30]=[C:31]([C:35]3([CH2:50][OH:51])[CH2:40][CH2:39][N:38]([C:41]4[N:49]=[CH:48][N:47]=[C:46]5[C:42]=4[N:43]=[CH:44][NH:45]5)[CH2:37][CH2:36]3)[CH:32]=[CH:33][CH:34]=2)[CH:26]=[N:25]1. The catalyst is ClCCl.CO. The product is [CH3:23][N:24]1[CH:28]=[C:27]([C:29]2[CH:30]=[C:31]([C:35]3([CH:50]=[O:51])[CH2:40][CH2:39][N:38]([C:41]4[N:49]=[CH:48][N:47]=[C:46]5[C:42]=4[N:43]=[CH:44][NH:45]5)[CH2:37][CH2:36]3)[CH:32]=[CH:33][CH:34]=2)[CH:26]=[N:25]1. The yield is 0.296.